Dataset: Reaction yield outcomes from USPTO patents with 853,638 reactions. Task: Predict the reaction yield, written as a fraction of the theoretical maximum amount of product (1.0 means a 100% yield; for example, 0.34 means a 34% yield). (1) The reactants are [Cl:1][C:2]1[N:7]=[C:6]([O:8][C:9]2[CH:10]=[C:11]([CH:15]=[C:16]3[CH2:21][CH2:20][C:19](=O)[CH2:18][CH2:17]3)[CH:12]=[CH:13][CH:14]=2)[CH:5]=[CH:4][C:3]=1[C:23]([F:26])([F:25])[F:24].[NH3:27].C(O)C.[BH4-].[Na+]. The catalyst is CC(C)[O-].[Ti+4].CC(C)[O-].CC(C)[O-].CC(C)[O-]. The product is [Cl:1][C:2]1[N:7]=[C:6]([O:8][C:9]2[CH:10]=[C:11]([CH:15]=[C:16]3[CH2:21][CH2:20][CH:19]([NH2:27])[CH2:18][CH2:17]3)[CH:12]=[CH:13][CH:14]=2)[CH:5]=[CH:4][C:3]=1[C:23]([F:26])([F:25])[F:24]. The yield is 0.550. (2) The reactants are [CH3:1][C:2]([C:6]1[CH:11]=[CH:10][CH:9]=[C:8]([N+:12]([O-])=O)[CH:7]=1)([CH3:5])[C:3]#[N:4]. The catalyst is CO.[Pd]. The product is [NH2:12][C:8]1[CH:7]=[C:6]([C:2]([CH3:5])([CH3:1])[C:3]#[N:4])[CH:11]=[CH:10][CH:9]=1. The yield is 1.00. (3) The reactants are [Br:1][CH2:2][CH2:3][CH2:4][CH2:5][CH2:6][CH2:7][CH2:8][CH2:9][C:10]1[CH:15]=[CH:14][CH:13]=[CH:12][CH:11]=1.[N:16]1[CH:21]=[CH:20][C:19]([CH3:22])=[CH:18][CH:17]=1. The catalyst is C(#N)C. The product is [Br-:1].[CH3:22][C:19]1[CH:20]=[CH:21][N+:16]([CH2:2][CH2:3][CH2:4][CH2:5][CH2:6][CH2:7][CH2:8][CH2:9][C:10]2[CH:15]=[CH:14][CH:13]=[CH:12][CH:11]=2)=[CH:17][CH:18]=1. The yield is 0.780. (4) The reactants are [Br:1][CH2:2][O:3][CH3:4].[CH2:5]([N:7]([CH2:10][CH3:11])[CH2:8][CH3:9])[CH3:6]. The catalyst is CCCCCC. The product is [Br-:1].[CH2:5]([N+:7]([CH2:10][CH3:11])([CH2:8][CH3:9])[CH2:2][O:3][CH3:4])[CH3:6]. The yield is 0.850. (5) The reactants are [NH2:1][C:2]1[N:7]=[C:6]([Cl:8])[CH:5]=[C:4](Cl)[N:3]=1.CCN(C(C)C)C(C)C.[NH2:19][C:20]1[CH:25]=[CH:24][CH:23]=[CH:22][CH:21]=1. The catalyst is O1CCOCC1. The product is [NH2:1][C:2]1[N:3]=[C:4]([NH:19][C:20]2[CH:25]=[CH:24][CH:23]=[CH:22][CH:21]=2)[CH:5]=[C:6]([Cl:8])[N:7]=1. The yield is 0.790. (6) The reactants are F[C:2]1[CH:9]=[C:8]([F:10])[CH:7]=[CH:6][C:3]=1[C:4]#[N:5].Cl.[C:12](N)(=[NH:14])[CH3:13].[H-].[Na+].C([O-])(O)=O.[Na+].CC([N:26](C)C)=O. No catalyst specified. The product is [F:10][C:8]1[CH:9]=[C:2]2[C:3]([C:4]([NH2:26])=[N:5][C:12]([CH3:13])=[N:14]2)=[CH:6][CH:7]=1. The yield is 0.330. (7) The reactants are [F:1][C:2]([F:11])([F:10])[C:3](=[O:9])[C:4]([O:6][CH2:7][CH3:8])=[O:5].C[CH:13]=[CH:14][CH2:15][Mg]Cl.[CH2:18]1COCC1. No catalyst specified. The product is [CH2:7]([O:6][C:4](=[O:5])[C:3]([OH:9])([C:2]([F:10])([F:11])[F:1])[CH2:18][C:14]([CH3:15])=[CH2:13])[CH3:8]. The yield is 0.600.